This data is from Full USPTO retrosynthesis dataset with 1.9M reactions from patents (1976-2016). The task is: Predict the reactants needed to synthesize the given product. (1) Given the product [S:11]1[CH:15]=[CH:14][CH:13]=[C:12]1[C:2]1[CH:10]=[CH:9][CH:8]=[CH:7][C:3]=1[CH2:4][CH2:5][OH:6], predict the reactants needed to synthesize it. The reactants are: Br[C:2]1[CH:10]=[CH:9][CH:8]=[CH:7][C:3]=1[CH2:4][CH2:5][OH:6].[S:11]1[CH:15]=[CH:14][CH:13]=[C:12]1B(O)O.C([O-])(O)=O.[Na+]. (2) Given the product [F:18][C:16]([F:19])([F:17])[O:15][C:10]1[CH:11]=[CH:12][CH:13]=[CH:14][C:9]=1[N:8]1[C:7]2=[N:6][C:5]([OH:20])=[CH:4][CH:3]=[C:2]2[N:1]=[CH:21]1, predict the reactants needed to synthesize it. The reactants are: [NH2:1][C:2]1[CH:3]=[CH:4][C:5]([OH:20])=[N:6][C:7]=1[NH:8][C:9]1[CH:14]=[CH:13][CH:12]=[CH:11][C:10]=1[O:15][C:16]([F:19])([F:18])[F:17].[CH:21](OC)(OC)OC.FC(F)(F)C(O)=O. (3) Given the product [C:1]([C:4]1[CH:9]=[C:8]([NH:10][C:11]([NH:13][CH2:14][CH3:15])=[O:12])[N:7]=[CH:6][C:5]=1[C:16]1[S:17][C:18]([C:27]([O:29][CH2:30][CH3:31])=[O:28])=[C:19]([C:21]2[N:22]=[CH:23][CH:24]=[CH:25][N:26]=2)[N:20]=1)(=[S:41])[NH2:2], predict the reactants needed to synthesize it. The reactants are: [C:1]([C:4]1[CH:9]=[C:8]([NH:10][C:11]([NH:13][CH2:14][CH3:15])=[O:12])[N:7]=[CH:6][C:5]=1[C:16]1[S:17][C:18]([C:27]([O:29][CH2:30][CH3:31])=[O:28])=[C:19]([C:21]2[N:26]=[CH:25][CH:24]=[CH:23][N:22]=2)[N:20]=1)(=O)[NH2:2].COC1C=CC(P2(SP(C3C=CC(OC)=CC=3)(=S)S2)=[S:41])=CC=1. (4) The reactants are: [CH3:1][C:2]1[C:6](/[CH:7]=[CH:8]/[C:9]([O:11][CH3:12])=[O:10])=[C:5]([CH3:13])[NH:4][N:3]=1.[H-].[Na+].[CH2:16](Br)[CH:17]=[CH:18][C:19]1[CH:24]=[CH:23][CH:22]=[CH:21][CH:20]=1. Given the product [CH2:16]([N:4]1[C:5]([CH3:13])=[C:6](/[CH:7]=[CH:8]/[C:9]([O:11][CH3:12])=[O:10])[C:2]([CH3:1])=[N:3]1)[CH:17]=[CH:18][C:19]1[CH:24]=[CH:23][CH:22]=[CH:21][CH:20]=1, predict the reactants needed to synthesize it. (5) Given the product [ClH:31].[CH:1]1([C:4]2[CH:30]=[CH:29][C:7]([CH2:8][O:9][C:10]3[CH:15]=[CH:14][C:13]([CH:16]4[CH2:19][NH:18][CH2:17]4)=[CH:12][C:11]=3[O:27][CH3:28])=[CH:6][CH:5]=2)[CH2:2][CH2:3]1, predict the reactants needed to synthesize it. The reactants are: [CH:1]1([C:4]2[CH:30]=[CH:29][C:7]([CH2:8][O:9][C:10]3[CH:15]=[CH:14][C:13]([CH:16]4[CH2:19][N:18](C(OC(C)(C)C)=O)[CH2:17]4)=[CH:12][C:11]=3[O:27][CH3:28])=[CH:6][CH:5]=2)[CH2:3][CH2:2]1.[ClH:31].C(OCC)(=O)C. (6) Given the product [CH3:18][C:4]1[C:5]([CH2:8][C:9]2[CH:10]=[CH:11][C:12]([F:17])=[C:13]([CH:16]=2)[C:14]#[N:15])=[N:6][NH:7][C:2](=[O:22])[C:3]=1[CH3:19], predict the reactants needed to synthesize it. The reactants are: Cl[C:2]1[N:7]=[N:6][C:5]([CH2:8][C:9]2[CH:10]=[CH:11][C:12]([F:17])=[C:13]([CH:16]=2)[C:14]#[N:15])=[C:4]([CH3:18])[C:3]=1[CH3:19].CC([O-])=[O:22].[Na+]. (7) Given the product [Cl:32][C:33]1[CH:34]=[C:35]([CH:39]=[C:40]([Cl:42])[CH:41]=1)[C:36]([N:9]([CH3:8])[C:10]1[CH:11]=[N:12][CH:13]=[CH:14][C:15]=1[N:16]1[CH2:21][CH2:20][CH2:19][CH2:18][CH:17]1[CH3:22])=[O:37], predict the reactants needed to synthesize it. The reactants are: OC(C(F)(F)F)=O.[CH3:8][NH:9][C:10]1[CH:11]=[N:12][CH:13]=[CH:14][C:15]=1[N:16]1[CH2:21][CH2:20][CH2:19][CH2:18][CH:17]1[CH3:22].CCN(C(C)C)C(C)C.[Cl:32][C:33]1[CH:34]=[C:35]([CH:39]=[C:40]([Cl:42])[CH:41]=1)[C:36](Cl)=[O:37]. (8) Given the product [Cl:14][C:15]1[CH:20]=[C:19]([C:21]2[N:2]([CH2:3][C:4]([O:6][CH2:7][C:8]3[CH:13]=[CH:12][CH:11]=[CH:10][CH:9]=3)=[O:5])[C:24]([CH3:25])=[CH:23][CH:22]=2)[CH:18]=[CH:17][N:16]=1, predict the reactants needed to synthesize it. The reactants are: Cl.[NH2:2][CH2:3][C:4]([O:6][CH2:7][C:8]1[CH:13]=[CH:12][CH:11]=[CH:10][CH:9]=1)=[O:5].[Cl:14][C:15]1[CH:20]=[C:19]([C:21](=O)[CH2:22][CH2:23][C:24](=O)[CH3:25])[CH:18]=[CH:17][N:16]=1.C(=O)(O)[O-].[Na+]. (9) Given the product [NH2:26][C:20]1[CH2:21][S:22](=[O:24])(=[O:25])[CH2:23][C@:18]([C:16]2[CH:17]=[C:12]([NH:11][C:8]([C:5]3[CH:4]=[CH:3][C:2]([Cl:1])=[CH:7][N:6]=3)=[O:10])[CH:13]=[CH:14][C:15]=2[F:28])([CH3:27])[N:19]=1, predict the reactants needed to synthesize it. The reactants are: [Cl:1][C:2]1[CH:3]=[CH:4][C:5]([C:8]([OH:10])=O)=[N:6][CH:7]=1.[NH2:11][C:12]1[CH:13]=[CH:14][C:15]([F:28])=[C:16]([C@:18]2([CH3:27])[CH2:23][S:22](=[O:25])(=[O:24])[CH2:21][C:20]([NH2:26])=[N:19]2)[CH:17]=1.